From a dataset of Forward reaction prediction with 1.9M reactions from USPTO patents (1976-2016). Predict the product of the given reaction. (1) Given the reactants [CH3:1][C:2]1[C:11]2[C:6](=[CH:7][CH:8]=[CH:9][C:10]=2[CH3:12])[CH:5]=[CH:4][CH:3]=1.[Br:13]N1C(=O)CCC1=O.C(OOC(=O)C1C=CC=CC=1)(=O)C1C=CC=CC=1, predict the reaction product. The product is: [Br:13][CH2:1][C:2]1[C:11]2[C:6](=[CH:7][CH:8]=[CH:9][C:10]=2[CH3:12])[CH:5]=[CH:4][CH:3]=1. (2) Given the reactants [N:1]1[C:10]2[C:5](=[CH:6][CH:7]=[CH:8][CH:9]=2)[CH:4]=[C:3]([C:11]2[CH:12]=[N:13][N:14]3[C:19]([N:20]([CH2:29][O:30][CH2:31][CH2:32][Si:33]([CH3:36])([CH3:35])[CH3:34])[CH2:21][O:22][CH2:23][CH2:24][Si:25]([CH3:28])([CH3:27])[CH3:26])=[CH:18][C:17]([CH:37]=C)=[N:16][C:15]=23)[CH:2]=1.N1C(C)=CC=CC=1C.O.[O-:48]S([O-])(=S)=O.[Na+].[Na+], predict the reaction product. The product is: [CH3:36][Si:33]([CH3:34])([CH3:35])[CH2:32][CH2:31][O:30][CH2:29][N:20]([CH2:21][O:22][CH2:23][CH2:24][Si:25]([CH3:26])([CH3:27])[CH3:28])[C:19]1[N:14]2[N:13]=[CH:12][C:11]([C:3]3[CH:2]=[N:1][C:10]4[C:5]([CH:4]=3)=[CH:6][CH:7]=[CH:8][CH:9]=4)=[C:15]2[N:16]=[C:17]([CH:37]=[O:48])[CH:18]=1.